Dataset: TCR-epitope binding with 47,182 pairs between 192 epitopes and 23,139 TCRs. Task: Binary Classification. Given a T-cell receptor sequence (or CDR3 region) and an epitope sequence, predict whether binding occurs between them. The epitope is SGPLKAEIAQRLED. The TCR CDR3 sequence is CASSLGQVDNVLTF. Result: 1 (the TCR binds to the epitope).